This data is from Ames mutagenicity test results for genotoxicity prediction. The task is: Regression/Classification. Given a drug SMILES string, predict its toxicity properties. Task type varies by dataset: regression for continuous values (e.g., LD50, hERG inhibition percentage) or binary classification for toxic/non-toxic outcomes (e.g., AMES mutagenicity, cardiotoxicity, hepatotoxicity). Dataset: ames. (1) The drug is Cc1ccccc1OC[C@H]1CO1. The result is 1 (mutagenic). (2) The molecule is C[C@@]12CCc3occc3C1CC[C@@]13CC(CCC12)C(O)(CO)C3. The result is 0 (non-mutagenic). (3) The compound is c1ccc2c(c1)COC2. The result is 1 (mutagenic). (4) The drug is CN(C)CCNC(=O)c1cccc2cc3ccccc3nc12. The result is 1 (mutagenic). (5) The drug is CS(=O)(=O)OCCCCOS(C)(=O)=O. The result is 1 (mutagenic). (6) The molecule is CC(=O)OCC1=COC(OC(=O)CC(C)C)C2C1=CC(OC(=O)CC(C)C)C21CO1. The result is 1 (mutagenic). (7) The drug is O=C1CCCCCN1. The result is 0 (non-mutagenic). (8) The compound is COc1cc(-c2ccc(N)c(OC)c2)ccc1N. The result is 1 (mutagenic).